Predict the reaction yield, written as a fraction of the theoretical maximum amount of product (1.0 means a 100% yield; for example, 0.34 means a 34% yield). From a dataset of Reaction yield outcomes from USPTO patents with 853,638 reactions. (1) The reactants are [C:1]([O:5][C:6]([N:8]1[CH2:13][CH2:12][C:11](=O)[CH:10]([F:15])[CH2:9]1)=[O:7])([CH3:4])([CH3:3])[CH3:2].[CH2:16]([NH2:23])[C:17]1[CH:22]=[CH:21][CH:20]=[CH:19][CH:18]=1.C([BH3-])#N.[Na+]. The catalyst is CO.C(O)(=O)C. The product is [C:1]([O:5][C:6]([N:8]1[CH2:13][CH2:12][C@@H:11]([NH:23][CH2:16][C:17]2[CH:22]=[CH:21][CH:20]=[CH:19][CH:18]=2)[C@H:10]([F:15])[CH2:9]1)=[O:7])([CH3:4])([CH3:3])[CH3:2].[C:1]([O:5][C:6]([N:8]1[CH2:13][CH2:12][C@H:11]([NH:23][CH2:16][C:17]2[CH:22]=[CH:21][CH:20]=[CH:19][CH:18]=2)[C@H:10]([F:15])[CH2:9]1)=[O:7])([CH3:4])([CH3:3])[CH3:2]. The yield is 0.260. (2) The reactants are [NH2:1][CH:2]1[CH2:7][CH2:6][N:5]([C:8]2[CH:16]=[CH:15][C:11]([C:12]([NH2:14])=[O:13])=[C:10]([C:17]3[CH:22]=[CH:21][C:20]([O:23][C:24]4[CH:29]=[CH:28][CH:27]=[CH:26][CH:25]=4)=[CH:19][CH:18]=3)[N:9]=2)[CH2:4][CH2:3]1.C(OC(N1C=C(C2C=C[C:46]([C:49](=[O:51])N)=[C:45](C3C=CC(OC4C=CC=CC=4)=CC=3)N=2)CCC1)=O)(C)(C)C. The catalyst is C(Cl)Cl. The product is [C:49]([NH:1][CH:2]1[CH2:3][CH2:4][N:5]([C:8]2[CH:16]=[CH:15][C:11]([C:12]([NH2:14])=[O:13])=[C:10]([C:17]3[CH:22]=[CH:21][C:20]([O:23][C:24]4[CH:29]=[CH:28][CH:27]=[CH:26][CH:25]=4)=[CH:19][CH:18]=3)[N:9]=2)[CH2:6][CH2:7]1)(=[O:51])[CH:46]=[CH2:45]. The yield is 0.200.